From a dataset of Full USPTO retrosynthesis dataset with 1.9M reactions from patents (1976-2016). Predict the reactants needed to synthesize the given product. Given the product [C:1]([O:5][N:6]=[C:7]1[C:16]2[C:11](=[CH:12][CH:13]=[C:14]([O:17][CH2:18][CH2:19][N:36]3[CH2:40][CH2:39][CH2:38][CH2:37]3)[CH:15]=2)[O:10][C:9]([C:21]2[N:26]=[CH:25][N:24]3[CH:27]=[CH:28][CH:29]=[C:23]3[CH:22]=2)=[CH:8]1)([CH3:4])([CH3:3])[CH3:2], predict the reactants needed to synthesize it. The reactants are: [C:1]([O:5][N:6]=[C:7]1[C:16]2[C:11](=[CH:12][CH:13]=[C:14]([O:17][CH2:18][CH2:19]Cl)[CH:15]=2)[O:10][C:9]([C:21]2[N:26]=[CH:25][N:24]3[CH:27]=[CH:28][CH:29]=[C:23]3[CH:22]=2)=[CH:8]1)([CH3:4])([CH3:3])[CH3:2].C(=O)([O-])[O-].[K+].[K+].[NH:36]1[CH2:40][CH2:39][CH2:38][CH2:37]1.